From a dataset of Full USPTO retrosynthesis dataset with 1.9M reactions from patents (1976-2016). Predict the reactants needed to synthesize the given product. (1) Given the product [CH3:1][O:2][CH:3]1[C:9]2[CH:10]=[CH:11][CH:12]=[CH:13][C:8]=2[CH2:7][CH2:6][N:5]([CH3:14])[CH2:4]1, predict the reactants needed to synthesize it. The reactants are: [CH3:1][O:2][CH:3]1[C:9]2[CH:10]=[CH:11][CH:12]=[CH:13][C:8]=2[CH2:7][CH2:6][N:5]([CH3:14])[C:4]1=O.[H-].[Al+3].[Li+].[H-].[H-].[H-]. (2) Given the product [F:57][C:55]1[CH:54]=[C:4]([CH:3]=[C:2]([F:1])[CH:56]=1)[CH2:5][N:6]1[CH:10]=[CH:9][C:8]([C:11]2[C:19]3[C:14](=[N:15][CH:16]=[C:17]([C:20]4[CH:25]=[CH:24][C:23]([CH:26]5[CH2:31][CH2:30][N:29]([C:32]([O:34][C:35]([CH3:38])([CH3:37])[CH3:36])=[O:33])[CH2:28][CH2:27]5)=[C:22]([NH:39][S:40]([CH3:43])(=[O:41])=[O:42])[CH:21]=4)[CH:18]=3)[N:13]([S:44]([C:47]3[CH:48]=[CH:49][C:50]([CH3:51])=[CH:52][CH:53]=3)(=[O:46])=[O:45])[CH:12]=2)=[N:7]1, predict the reactants needed to synthesize it. The reactants are: [F:1][C:2]1[CH:3]=[C:4]([CH:54]=[C:55]([F:57])[CH:56]=1)[CH2:5][N:6]1[CH:10]=[CH:9][C:8]([C:11]2[C:19]3[C:14](=[N:15][CH:16]=[C:17]([C:20]4[CH:25]=[CH:24][C:23]([C:26]5[CH2:31][CH2:30][N:29]([C:32]([O:34][C:35]([CH3:38])([CH3:37])[CH3:36])=[O:33])[CH2:28][CH:27]=5)=[C:22]([NH:39][S:40]([CH3:43])(=[O:42])=[O:41])[CH:21]=4)[CH:18]=3)[N:13]([S:44]([C:47]3[CH:53]=[CH:52][C:50]([CH3:51])=[CH:49][CH:48]=3)(=[O:46])=[O:45])[CH:12]=2)=[N:7]1. (3) Given the product [CH2:18]([CH:17]([CH2:20][CH3:21])[CH2:16][NH:15][C:2]1[C:7]([C:8]([O:10][CH3:11])=[O:9])=[CH:6][N:5]=[C:4]([S:13][CH3:14])[N:3]=1)[CH3:19], predict the reactants needed to synthesize it. The reactants are: Cl[C:2]1[C:7]([C:8]([O:10][CH2:11]C)=[O:9])=[CH:6][N:5]=[C:4]([S:13][CH3:14])[N:3]=1.[NH2:15][CH2:16][CH:17]([CH2:20][CH3:21])[CH2:18][CH3:19].C(N(CC)CC)C.